Dataset: Reaction yield outcomes from USPTO patents with 853,638 reactions. Task: Predict the reaction yield, written as a fraction of the theoretical maximum amount of product (1.0 means a 100% yield; for example, 0.34 means a 34% yield). The reactants are [CH3:1][C:2]1[CH:6]=[CH:5][S:4][C:3]=1[C:7]([OH:9])=[O:8].C([Li])CCC.[Br:15]Br. The catalyst is O1CCCC1. The product is [Br:15][C:5]1[S:4][C:3]([C:7]([OH:9])=[O:8])=[C:2]([CH3:1])[CH:6]=1. The yield is 0.370.